This data is from Retrosynthesis with 50K atom-mapped reactions and 10 reaction types from USPTO. The task is: Predict the reactants needed to synthesize the given product. (1) The reactants are: C/C=C/C=C/C(=O)OC.O=C1CCC(=O)N1Br. Given the product COC(=O)C=CC=CCBr, predict the reactants needed to synthesize it. (2) Given the product CC1=C(c2ccc(NC(=O)c3cccnc3C)cc2)CN(c2nnn(C)n2)CC1, predict the reactants needed to synthesize it. The reactants are: CC1=C(c2ccc(N)cc2)CN(c2nnn(C)n2)CC1.Cc1ncccc1C(=O)O.